Dataset: Full USPTO retrosynthesis dataset with 1.9M reactions from patents (1976-2016). Task: Predict the reactants needed to synthesize the given product. (1) Given the product [CH3:22][C:13]1[N:12]=[N:11][C:10]([O:1][CH2:2][C:3]2([CH2:7][OH:8])[CH2:6][CH2:5][CH2:4]2)=[C:15]([C:16]2[CH:17]=[CH:18][CH:19]=[CH:20][CH:21]=2)[CH:14]=1, predict the reactants needed to synthesize it. The reactants are: [OH:1][CH2:2][C:3]1([CH2:7][OH:8])[CH2:6][CH2:5][CH2:4]1.Cl[C:10]1[N:11]=[N:12][C:13]([CH3:22])=[CH:14][C:15]=1[C:16]1[CH:21]=[CH:20][CH:19]=[CH:18][CH:17]=1. (2) Given the product [CH:1]1([CH:7]([NH:22][C:23]2[CH:32]=[CH:31][C:26]([C:27]([OH:29])=[O:28])=[CH:25][CH:24]=2)[C:8]2[S:16][C:15]3[C:10](=[N:11][CH:12]=[C:13]([C:17]([F:18])([F:20])[F:19])[CH:14]=3)[C:9]=2[CH3:21])[CH2:6][CH2:5][CH2:4][CH2:3][CH2:2]1, predict the reactants needed to synthesize it. The reactants are: [CH:1]1([CH:7]([NH:22][C:23]2[CH:32]=[CH:31][C:26]([C:27]([O:29]C)=[O:28])=[CH:25][CH:24]=2)[C:8]2[S:16][C:15]3[C:10](=[N:11][CH:12]=[C:13]([C:17]([F:20])([F:19])[F:18])[CH:14]=3)[C:9]=2[CH3:21])[CH2:6][CH2:5][CH2:4][CH2:3][CH2:2]1.O1CCCC1.[OH-].[Na+]. (3) Given the product [NH2:5][C:4]1[C:3]2[C:2](=[N:9][C:8]([C:10]3[CH:11]=[CH:12][C:13]([CH2:16][N:17]4[CH2:22][CH2:21][CH:20]([C:23]5[NH:27][C:26]6[CH:28]=[C:29]([F:32])[CH:30]=[CH:31][C:25]=6[N:24]=5)[CH2:19][CH2:18]4)=[CH:14][CH:15]=3)=[C:7]([C:33]3[CH:38]=[CH:37][CH:36]=[CH:35][CH:34]=3)[CH:6]=2)[O:79][C:78]=1[C:77]([O:81][CH3:82])=[O:80], predict the reactants needed to synthesize it. The reactants are: Cl[C:2]1[N:9]=[C:8]([C:10]2[CH:15]=[CH:14][C:13]([CH2:16][N:17]3[CH2:22][CH2:21][CH:20]([C:23]4[NH:27][C:26]5[CH:28]=[C:29]([F:32])[CH:30]=[CH:31][C:25]=5[N:24]=4)[CH2:19][CH2:18]3)=[CH:12][CH:11]=2)[C:7]([C:33]2[CH:38]=[CH:37][CH:36]=[CH:35][CH:34]=2)=[CH:6][C:3]=1[C:4]#[N:5].ClC1N=C(C2C=CC(CN3CCC(N4C5C=CC=CC=5NC4=O)CC3)=CC=2)C(C2C=CC=CC=2)=CC=1C#N.[C:77]([O:81][CH3:82])(=[O:80])[CH2:78][OH:79].C[O-].[K+]. (4) Given the product [CH3:23][N:24]([CH2:2][C:3]1[C:12](=[O:13])[C:11]2[C:6](=[C:7]([CH2:14][OH:15])[CH:8]=[CH:9][CH:10]=2)[O:5][C:4]=1[C:17]1[CH:22]=[CH:21][CH:20]=[CH:19][CH:18]=1)[CH3:25], predict the reactants needed to synthesize it. The reactants are: Br[CH2:2][C:3]1[C:12](=[O:13])[C:11]2[C:6](=[C:7]([C:14](O)=[O:15])[CH:8]=[CH:9][CH:10]=2)[O:5][C:4]=1[C:17]1[CH:22]=[CH:21][CH:20]=[CH:19][CH:18]=1.[CH3:23][NH:24][CH3:25]. (5) Given the product [Cl:36][C:30]1[CH:29]=[C:28]([CH:33]=[C:32]([Cl:34])[C:31]=1[Cl:35])[CH2:27][N:25]1[CH:26]=[C:22]([C:2]2[N:3]=[CH:4][C:5]3[N:10]=[C:9]([NH:11][CH2:12][C:13]([O:15][CH3:16])=[O:14])[S:8][C:6]=3[N:7]=2)[N:23]=[N:24]1, predict the reactants needed to synthesize it. The reactants are: Cl[C:2]1[N:3]=[CH:4][C:5]2[N:10]=[C:9]([NH:11][CH2:12][C:13]([O:15][CH3:16])=[O:14])[S:8][C:6]=2[N:7]=1.C([Sn](CCCC)(CCCC)[C:22]1[N:23]=[N:24][N:25]([CH2:27][C:28]2[CH:33]=[C:32]([Cl:34])[C:31]([Cl:35])=[C:30]([Cl:36])[CH:29]=2)[CH:26]=1)CCC. (6) Given the product [F:29][C:7]1[C:8]([CH2:13][C:14]2[C:22]3[C:17](=[N:18][CH:19]=[C:20]([C:23]4[CH:24]=[N:25][CH:26]=[CH:27][CH:28]=4)[CH:21]=3)[NH:16][CH:15]=2)=[C:9]([F:12])[CH:10]=[CH:11][C:6]=1[O:5][CH2:4][C:3]([OH:30])=[O:2], predict the reactants needed to synthesize it. The reactants are: C[O:2][C:3](=[O:30])[CH2:4][O:5][C:6]1[CH:11]=[CH:10][C:9]([F:12])=[C:8]([CH2:13][C:14]2[C:22]3[C:17](=[N:18][CH:19]=[C:20]([C:23]4[CH:24]=[N:25][CH:26]=[CH:27][CH:28]=4)[CH:21]=3)[NH:16][CH:15]=2)[C:7]=1[F:29].[OH-].[K+].O.Cl. (7) Given the product [ClH:1].[CH3:35][N:26]1[C:27]2[CH:34]=[N:33][CH:32]=[CH:31][C:28]=2[C:29](=[O:30])[N:24]([C:21]2[N:20]=[CH:19][C:18]([CH2:17][C@@H:16]([C:37]([O:39][CH3:40])=[O:38])[NH2:15])=[CH:23][CH:22]=2)[C:25]1=[O:36], predict the reactants needed to synthesize it. The reactants are: [ClH:1].C(OCC)(=O)C.C(OC([NH:15][C@H:16]([C:37]([O:39][CH3:40])=[O:38])[CH2:17][C:18]1[CH:19]=[N:20][C:21]([N:24]2[C:29](=[O:30])[C:28]3[CH:31]=[CH:32][N:33]=[CH:34][C:27]=3[N:26]([CH3:35])[C:25]2=[O:36])=[CH:22][CH:23]=1)=O)(C)(C)C.